Dataset: Catalyst prediction with 721,799 reactions and 888 catalyst types from USPTO. Task: Predict which catalyst facilitates the given reaction. (1) Reactant: [C:1]([O:5][C:6]([N:8]1[CH2:13][CH:12]=[C:11]([C:14]2[CH:22]=[CH:21][CH:20]=[C:19]3[C:15]=2[CH:16]=[CH:17][NH:18]3)[CH2:10][CH2:9]1)=[O:7])([CH3:4])([CH3:3])[CH3:2]. Product: [C:1]([O:5][C:6]([N:8]1[CH2:9][CH2:10][CH:11]([C:14]2[CH:22]=[CH:21][CH:20]=[C:19]3[C:15]=2[CH:16]=[CH:17][NH:18]3)[CH2:12][CH2:13]1)=[O:7])([CH3:4])([CH3:2])[CH3:3]. The catalyst class is: 29. (2) Reactant: [Si:1]([O:8][CH2:9][C@@H:10]1[C@@H:14]([O:15][Si:16]([CH:23]([CH3:25])[CH3:24])([CH:20]([CH3:22])[CH3:21])[CH:17]([CH3:19])[CH3:18])[CH2:13][C@H:12]([NH:26][C:27]2[C:32]([C:33]([C:35]3[S:36][C:37]([CH3:42])=[C:38]([CH2:40]O)[CH:39]=3)=[O:34])=[CH:31][N:30]=[CH:29][N:28]=2)[CH2:11]1)([C:4]([CH3:7])([CH3:6])[CH3:5])([CH3:3])[CH3:2].S(Cl)([Cl:45])=O. Product: [Si:1]([O:8][CH2:9][C@@H:10]1[C@@H:14]([O:15][Si:16]([CH:23]([CH3:25])[CH3:24])([CH:20]([CH3:22])[CH3:21])[CH:17]([CH3:19])[CH3:18])[CH2:13][C@H:12]([NH:26][C:27]2[C:32]([C:33]([C:35]3[S:36][C:37]([CH3:42])=[C:38]([CH2:40][Cl:45])[CH:39]=3)=[O:34])=[CH:31][N:30]=[CH:29][N:28]=2)[CH2:11]1)([C:4]([CH3:7])([CH3:6])[CH3:5])([CH3:3])[CH3:2]. The catalyst class is: 2. (3) Reactant: [Si:1]([O:8][CH2:9][C:10]1[C:11](=[O:17])[NH:12][C:13](=[O:16])[NH:14][CH:15]=1)([C:4]([CH3:7])([CH3:6])[CH3:5])([CH3:3])[CH3:2].[CH2:18]([N:24]=[C:25]=[O:26])[CH2:19][CH2:20][CH2:21][CH2:22][CH3:23]. Product: [Si:1]([O:8][CH2:9][C:10]1[C:11](=[O:17])[NH:12][C:13](=[O:16])[N:14]([C:25]([NH:24][CH2:18][CH2:19][CH2:20][CH2:21][CH2:22][CH3:23])=[O:26])[CH:15]=1)([C:4]([CH3:7])([CH3:5])[CH3:6])([CH3:3])[CH3:2]. The catalyst class is: 142.